This data is from Reaction yield outcomes from USPTO patents with 853,638 reactions. The task is: Predict the reaction yield, written as a fraction of the theoretical maximum amount of product (1.0 means a 100% yield; for example, 0.34 means a 34% yield). (1) The reactants are [CH:1]1([C:4]2[C:5]3[N:6]([CH:11]=[C:12]([CH3:14])[N:13]=3)[N:7]=[C:8]([CH3:10])[CH:9]=2)[CH2:3][CH2:2]1.[CH2:15]([CH:17]([C:20]1[C:21]2[N:22]([C:27](I)=[C:28]([CH3:30])[N:29]=2)[N:23]=[C:24]([CH3:26])[CH:25]=1)[CH2:18][CH3:19])[CH3:16]. No catalyst specified. The product is [CH:1]1([C:4]2[C:5]3[N:6]([C:11]([C:27]4[N:22]5[N:23]=[C:24]([CH3:26])[CH:25]=[C:20]([CH:17]([CH2:15][CH3:16])[CH2:18][CH3:19])[C:21]5=[N:29][C:28]=4[CH3:30])=[C:12]([CH3:14])[N:13]=3)[N:7]=[C:8]([CH3:10])[CH:9]=2)[CH2:2][CH2:3]1. The yield is 0.430. (2) The reactants are [CH3:1][O:2][C:3]1[N:8]=[C:7]([CH2:9]O)[CH:6]=[CH:5][CH:4]=1.S(Cl)([Cl:13])=O.C(=O)([O-])O.[Na+]. The catalyst is ClCCl. The product is [Cl:13][CH2:9][C:7]1[CH:6]=[CH:5][CH:4]=[C:3]([O:2][CH3:1])[N:8]=1. The yield is 0.890. (3) The reactants are [CH3:1][O:2][C:3]([C:5]1[S:6][C:7]([C:11]#[C:12][C:13]([CH3:16])([CH3:15])[CH3:14])=[CH:8][C:9]=1Br)=[O:4].[NH2:17][C@H:18]1[CH2:22][CH2:21][N:20]([CH2:23][CH2:24][O:25][CH3:26])[C:19]1=[O:27].C([O-])([O-])=O.[Cs+].[Cs+]. The catalyst is C1(C)C=CC=CC=1.CCOC(C)=O.CC([O-])=O.CC([O-])=O.[Pd+2]. The product is [CH3:14][C:13]([CH3:16])([CH3:15])[C:12]#[C:11][C:7]1[S:6][C:5]([C:3]([O:2][CH3:1])=[O:4])=[C:9]([NH:17][C@H:18]2[CH2:22][CH2:21][N:20]([CH2:23][CH2:24][O:25][CH3:26])[C:19]2=[O:27])[CH:8]=1. The yield is 0.670. (4) The reactants are C([O:8][C:9]1[CH:17]=[C:16]2[C:12]([CH:13]=[CH:14][N:15]2[C:18]2[N:22]([CH3:23])[N:21]=[C:20]([CH3:24])[C:19]=2/[CH:25]=[CH:26]/[C:27]([O:29][CH2:30][CH3:31])=[O:28])=[CH:11][CH:10]=1)C1C=CC=CC=1.B(Br)(Br)Br. The catalyst is ClCCl. The product is [OH:8][C:9]1[CH:17]=[C:16]2[C:12]([CH:13]=[CH:14][N:15]2[C:18]2[N:22]([CH3:23])[N:21]=[C:20]([CH3:24])[C:19]=2/[CH:25]=[CH:26]/[C:27]([O:29][CH2:30][CH3:31])=[O:28])=[CH:11][CH:10]=1. The yield is 0.760.